From a dataset of Forward reaction prediction with 1.9M reactions from USPTO patents (1976-2016). Predict the product of the given reaction. (1) Given the reactants [CH3:1][N:2]1[CH:6]=[C:5]([C:7]2[CH:8]=[N:9][C:10]([NH:13][NH:14][C:15](=O)[CH2:16][C:17]3[CH:22]=[CH:21][CH:20]=[CH:19][CH:18]=3)=[N:11][CH:12]=2)[CH:4]=[N:3]1.N#N.C1(P(C2C=CC=CC=2)C2C=CC=CC=2)C=CC=CC=1.N([Si](C)(C)C)=[N+]=[N-].CC(OC(/N=N/C(OC(C)C)=O)=O)C, predict the reaction product. The product is: [CH2:16]([C:15]1[N:11]2[CH:12]=[C:7]([C:5]3[CH:4]=[N:3][N:2]([CH3:1])[CH:6]=3)[CH:8]=[N:9][C:10]2=[N:13][N:14]=1)[C:17]1[CH:22]=[CH:21][CH:20]=[CH:19][CH:18]=1. (2) Given the reactants C([O:5][C:6](=[O:45])[C:7]([O:10]/[N:11]=[C:12](/[C:32]1[N:33]=[C:34]([NH:37]C(OC(C)(C)C)=O)[S:35][CH:36]=1)\[C:13]([NH:15][C@@H:16]1[C:19](=[O:20])[N:18]([S:21]([OH:24])(=[O:23])=[O:22])[C@@H:17]1[CH2:25][N:26]1[C:30]([CH3:31])=[N:29][N:28]=[N:27]1)=[O:14])([CH3:9])[CH3:8])(C)(C)C.C(O)(C(F)(F)F)=O, predict the reaction product. The product is: [NH2:37][C:34]1[S:35][CH:36]=[C:32](/[C:12](=[N:11]/[O:10][C:7]([CH3:9])([CH3:8])[C:6]([OH:45])=[O:5])/[C:13]([NH:15][C@@H:16]2[C:19](=[O:20])[N:18]([S:21]([OH:24])(=[O:22])=[O:23])[C@@H:17]2[CH2:25][N:26]2[C:30]([CH3:31])=[N:29][N:28]=[N:27]2)=[O:14])[N:33]=1. (3) The product is: [Cl:1][C:2]1[CH:7]=[CH:6][CH:5]=[CH:4][C:3]=1[C:8]1[C:9]2[CH:19]=[CH:18][C:17](=[O:20])[N:16]([CH:21]([CH2:24][CH3:25])[CH2:22][CH3:23])[C:10]=2[N:11]=[C:12]([NH:26][C@H:27]([CH3:30])[CH2:28][OH:29])[N:13]=1. Given the reactants [Cl:1][C:2]1[CH:7]=[CH:6][CH:5]=[CH:4][C:3]=1[C:8]1[C:9]2[CH:19]=[CH:18][C:17](=[O:20])[N:16]([CH:21]([CH2:24][CH3:25])[CH2:22][CH3:23])[C:10]=2[N:11]=[C:12](SC)[N:13]=1.[NH2:26][C@H:27]([CH3:30])[CH2:28][OH:29], predict the reaction product. (4) Given the reactants [F:1][C:2]1[CH:7]=[CH:6][C:5]([C:8]2[NH:12][N:11]=[C:10]([NH:13][C:14]([NH:16][C:17](=[O:23])[CH2:18][C:19]([CH3:22])([CH3:21])[CH3:20])=S)[CH:9]=2)=[CH:4][CH:3]=1.CN(C)CCCN=C=NCC.[C:35]([NH2:39])([CH3:38])([CH3:37])[CH3:36], predict the reaction product. The product is: [C:35]([NH:39]/[C:14](/[NH:13][C:10]1[CH:9]=[C:8]([C:5]2[CH:6]=[CH:7][C:2]([F:1])=[CH:3][CH:4]=2)[NH:12][N:11]=1)=[N:16]/[C:17](=[O:23])[CH2:18][C:19]([CH3:22])([CH3:21])[CH3:20])([CH3:38])([CH3:37])[CH3:36]. (5) Given the reactants C(OC(=O)[NH:7][C@H:8]1[CH2:13][CH2:12][CH2:11][NH:10][CH2:9]1)(C)(C)C.[CH2:15]([O:22][C:23]1[CH:30]=[CH:29][C:26]([CH2:27][Cl:28])=[CH:25][CH:24]=1)[C:16]1[CH:21]=[CH:20][CH:19]=[CH:18][CH:17]=1.[C:31]([O-:34])([O-])=O.[K+].[K+].[Na+].[I-], predict the reaction product. The product is: [Cl-:28].[NH2:7][C@H:8]1[CH2:13][CH2:12][CH2:11][N+:10]([CH2:15][C:16]2[CH:17]=[CH:18][C:19]([O:34][CH2:31][C:24]3[CH:23]=[CH:30][CH:29]=[CH:26][CH:25]=3)=[CH:20][CH:21]=2)([CH2:27][C:26]2[CH:29]=[CH:30][C:23]([O:22][CH2:15][C:16]3[CH:21]=[CH:20][CH:19]=[CH:18][CH:17]=3)=[CH:24][CH:25]=2)[CH2:9]1.